This data is from Reaction yield outcomes from USPTO patents with 853,638 reactions. The task is: Predict the reaction yield, written as a fraction of the theoretical maximum amount of product (1.0 means a 100% yield; for example, 0.34 means a 34% yield). The catalyst is CN(C=O)C.CCOC(C)=O.Cl. The reactants are [Br:1][C:2]1[CH:7]=[C:6]([N+:8]([O-:10])=[O:9])[CH:5]=[CH:4][C:3]=1[O:11]C. The yield is 0.520. The product is [Br:1][C:2]1[CH:7]=[C:6]([N+:8]([O-:10])=[O:9])[CH:5]=[CH:4][C:3]=1[OH:11].